Dataset: Forward reaction prediction with 1.9M reactions from USPTO patents (1976-2016). Task: Predict the product of the given reaction. Given the reactants [H-].[Na+].[I-].[Na+].Cl[CH2:6][C:7]1([CH2:28][NH:29][C:30]([N:32]2[CH2:37][CH2:36][C:35]3[NH:38][N:39]=[N:40][C:34]=3[CH2:33]2)=[O:31])[CH2:12][CH2:11][N:10]([C:13]([O:15][CH2:16][C:17]2[CH:22]=[CH:21][C:20]([O:23][C:24]([F:27])([F:26])[F:25])=[CH:19][CH:18]=2)=[O:14])[CH2:9][CH2:8]1, predict the reaction product. The product is: [NH:38]1[C:35]2[CH2:36][CH2:37][N:32]([C:30]([N:29]3[CH2:28][C:7]4([CH2:12][CH2:11][N:10]([C:13]([O:15][CH2:16][C:17]5[CH:22]=[CH:21][C:20]([O:23][C:24]([F:27])([F:26])[F:25])=[CH:19][CH:18]=5)=[O:14])[CH2:9][CH2:8]4)[CH2:6]3)=[O:31])[CH2:33][C:34]=2[N:40]=[N:39]1.